The task is: Regression. Given two drug SMILES strings and cell line genomic features, predict the synergy score measuring deviation from expected non-interaction effect.. This data is from NCI-60 drug combinations with 297,098 pairs across 59 cell lines. (1) Drug 1: CC1C(C(=O)NC(C(=O)N2CCCC2C(=O)N(CC(=O)N(C(C(=O)O1)C(C)C)C)C)C(C)C)NC(=O)C3=C4C(=C(C=C3)C)OC5=C(C(=O)C(=C(C5=N4)C(=O)NC6C(OC(=O)C(N(C(=O)CN(C(=O)C7CCCN7C(=O)C(NC6=O)C(C)C)C)C)C(C)C)C)N)C. Drug 2: CN1C(=O)N2C=NC(=C2N=N1)C(=O)N. Cell line: IGROV1. Synergy scores: CSS=4.84, Synergy_ZIP=-1.92, Synergy_Bliss=2.39, Synergy_Loewe=3.86, Synergy_HSA=4.10. (2) Drug 1: CC1=C(C=C(C=C1)NC(=O)C2=CC=C(C=C2)CN3CCN(CC3)C)NC4=NC=CC(=N4)C5=CN=CC=C5. Drug 2: CS(=O)(=O)CCNCC1=CC=C(O1)C2=CC3=C(C=C2)N=CN=C3NC4=CC(=C(C=C4)OCC5=CC(=CC=C5)F)Cl. Cell line: HT29. Synergy scores: CSS=-3.41, Synergy_ZIP=-0.282, Synergy_Bliss=1.06, Synergy_Loewe=-7.98, Synergy_HSA=-5.21. (3) Drug 1: CC(CN1CC(=O)NC(=O)C1)N2CC(=O)NC(=O)C2. Drug 2: C1=CC=C(C(=C1)C(C2=CC=C(C=C2)Cl)C(Cl)Cl)Cl. Cell line: RXF 393. Synergy scores: CSS=18.1, Synergy_ZIP=-1.65, Synergy_Bliss=2.23, Synergy_Loewe=1.07, Synergy_HSA=1.84. (4) Drug 1: CC1CCC2CC(C(=CC=CC=CC(CC(C(=O)C(C(C(=CC(C(=O)CC(OC(=O)C3CCCCN3C(=O)C(=O)C1(O2)O)C(C)CC4CCC(C(C4)OC)OCCO)C)C)O)OC)C)C)C)OC. Drug 2: COC1=C2C(=CC3=C1OC=C3)C=CC(=O)O2. Cell line: TK-10. Synergy scores: CSS=8.22, Synergy_ZIP=-6.93, Synergy_Bliss=-2.36, Synergy_Loewe=-13.2, Synergy_HSA=-2.20. (5) Drug 1: C1CCN(CC1)CCOC2=CC=C(C=C2)C(=O)C3=C(SC4=C3C=CC(=C4)O)C5=CC=C(C=C5)O. Drug 2: CC1=C(N=C(N=C1N)C(CC(=O)N)NCC(C(=O)N)N)C(=O)NC(C(C2=CN=CN2)OC3C(C(C(C(O3)CO)O)O)OC4C(C(C(C(O4)CO)O)OC(=O)N)O)C(=O)NC(C)C(C(C)C(=O)NC(C(C)O)C(=O)NCCC5=NC(=CS5)C6=NC(=CS6)C(=O)NCCC[S+](C)C)O. Cell line: OVCAR-8. Synergy scores: CSS=1.72, Synergy_ZIP=1.95, Synergy_Bliss=3.05, Synergy_Loewe=-6.57, Synergy_HSA=-2.64. (6) Drug 1: CCCCCOC(=O)NC1=NC(=O)N(C=C1F)C2C(C(C(O2)C)O)O. Drug 2: CC(C)NC(=O)C1=CC=C(C=C1)CNNC.Cl. Cell line: MALME-3M. Synergy scores: CSS=-2.56, Synergy_ZIP=1.48, Synergy_Bliss=1.43, Synergy_Loewe=-1.40, Synergy_HSA=-1.14. (7) Drug 1: C1C(C(OC1N2C=C(C(=O)NC2=O)F)CO)O. Drug 2: COC1=NC(=NC2=C1N=CN2C3C(C(C(O3)CO)O)O)N. Cell line: SN12C. Synergy scores: CSS=16.9, Synergy_ZIP=-9.56, Synergy_Bliss=-4.06, Synergy_Loewe=-2.27, Synergy_HSA=-1.53. (8) Drug 1: CC12CCC(CC1=CCC3C2CCC4(C3CC=C4C5=CN=CC=C5)C)O. Drug 2: C1=CN(C(=O)N=C1N)C2C(C(C(O2)CO)O)O.Cl. Cell line: OVCAR3. Synergy scores: CSS=30.8, Synergy_ZIP=1.50, Synergy_Bliss=1.02, Synergy_Loewe=-26.0, Synergy_HSA=2.32.